This data is from CYP2C19 inhibition data for predicting drug metabolism from PubChem BioAssay. The task is: Regression/Classification. Given a drug SMILES string, predict its absorption, distribution, metabolism, or excretion properties. Task type varies by dataset: regression for continuous measurements (e.g., permeability, clearance, half-life) or binary classification for categorical outcomes (e.g., BBB penetration, CYP inhibition). Dataset: cyp2c19_veith. The result is 0 (non-inhibitor). The molecule is COC(=O)c1cc(-c2ccc3ccccc3c2)[nH]c(=O)c1C#N.